This data is from Forward reaction prediction with 1.9M reactions from USPTO patents (1976-2016). The task is: Predict the product of the given reaction. (1) Given the reactants [OH:1][CH2:2][CH2:3][N:4]([CH2:12][CH2:13][OH:14])[C:5](=[O:11])[O:6][C:7]([CH3:10])([CH3:9])[CH3:8].N1C=CN=C1.[C:20]([Si:24](Cl)([C:31]1[CH:36]=[CH:35][CH:34]=[CH:33][CH:32]=1)[C:25]1[CH:30]=[CH:29][CH:28]=[CH:27][CH:26]=1)([CH3:23])([CH3:22])[CH3:21].CCCCCC, predict the reaction product. The product is: [Si:24]([O:1][CH2:2][CH2:3][N:4]([CH2:12][CH2:13][OH:14])[C:5](=[O:11])[O:6][C:7]([CH3:8])([CH3:9])[CH3:10])([C:20]([CH3:23])([CH3:22])[CH3:21])([C:31]1[CH:32]=[CH:33][CH:34]=[CH:35][CH:36]=1)[C:25]1[CH:30]=[CH:29][CH:28]=[CH:27][CH:26]=1. (2) Given the reactants Br[C:2]1[CH:7]=[C:6]([Cl:8])[C:5]([Cl:9])=[CH:4][C:3]=1[F:10].C([Mg]Cl)(C)C.C(O[B:20]1[O:24][C:23]([CH3:26])([CH3:25])[C:22]([CH3:28])([CH3:27])[O:21]1)(C)C.C(OCC)C, predict the reaction product. The product is: [Cl:9][C:5]1[C:6]([Cl:8])=[CH:7][C:2]([B:20]2[O:24][C:23]([CH3:26])([CH3:25])[C:22]([CH3:28])([CH3:27])[O:21]2)=[C:3]([F:10])[CH:4]=1. (3) The product is: [Br:1][C:2]1[C:3]([F:12])=[C:4]2[C:10]([NH:11][C:26]([CH:22]3[O:23][CH2:24][CH2:25][N:20]([C:18]([O:17][C:13]([CH3:16])([CH3:15])[CH3:14])=[O:19])[CH2:21]3)=[O:27])=[CH:9][NH:8][C:5]2=[N:6][CH:7]=1. Given the reactants [Br:1][C:2]1[C:3]([F:12])=[C:4]2[C:10]([NH2:11])=[CH:9][NH:8][C:5]2=[N:6][CH:7]=1.[C:13]([O:17][C:18]([N:20]1[CH2:25][CH2:24][O:23][CH:22]([C:26](O)=[O:27])[CH2:21]1)=[O:19])([CH3:16])([CH3:15])[CH3:14].C1N(P(Cl)(N2C(=O)OCC2)=O)C(=O)OC1.C(N(CC)CC)C.[Li+].[OH-], predict the reaction product. (4) Given the reactants CN(C)C(=O)C.[NH2:7][C:8]1[CH:9]=[C:10]([CH:19]=[CH:20][C:21]=1[NH2:22])[C:11]([C:13]1[CH:18]=[CH:17][CH:16]=[CH:15][CH:14]=1)=[O:12].S([O-])(O)=O.[Na+].[CH:28]([C:30]1[O:34][C:33]([C:35]([OH:37])=[O:36])=[CH:32][CH:31]=1)=O, predict the reaction product. The product is: [C:11]([C:10]1[CH:19]=[CH:20][C:21]2[N:22]=[C:28]([C:30]3[O:34][C:33]([C:35]([OH:37])=[O:36])=[CH:32][CH:31]=3)[NH:7][C:8]=2[CH:9]=1)(=[O:12])[C:13]1[CH:18]=[CH:17][CH:16]=[CH:15][CH:14]=1. (5) Given the reactants [CH3:1][C:2]1[O:3][C:4]([CH3:8])=[C:5]([CH3:7])[N:6]=1.[Br:9]N1C(=O)CCC1=O.C(OOC(=O)C1C=CC=CC=1)(=O)C1C=CC=CC=1, predict the reaction product. The product is: [Br:9][CH2:1][C:2]1[O:3][C:4]([CH3:8])=[C:5]([CH3:7])[N:6]=1. (6) Given the reactants [C:1]1([CH2:7][C:8]([NH2:10])=[O:9])[CH:6]=[CH:5][CH:4]=[CH:3][CH:2]=1.C(Cl)(=O)[C:12](Cl)=[O:13].[NH2:17][C:18]1[CH:36]=[CH:35][C:21]([O:22][C:23]2[CH:28]=[CH:27][N:26]=[C:25]([NH:29][C:30]([N:32]([CH3:34])[CH3:33])=[O:31])[CH:24]=2)=[C:20]([F:37])[CH:19]=1.C(OCC)(=O)C, predict the reaction product. The product is: [CH3:33][N:32]([CH3:34])[C:30]([NH:29][C:25]1[CH:24]=[C:23]([O:22][C:21]2[CH:35]=[CH:36][C:18]([NH:17][C:12]([NH:10][C:8](=[O:9])[CH2:7][C:1]3[CH:6]=[CH:5][CH:4]=[CH:3][CH:2]=3)=[O:13])=[CH:19][C:20]=2[F:37])[CH:28]=[CH:27][N:26]=1)=[O:31]. (7) Given the reactants [CH2:1]([O:8][C:9]([NH:11][C@H:12]1[CH2:17][CH2:16][C@@H:15]([NH:18]C(=O)OC(C)(C)C)[CH2:14][C@H:13]1[CH2:26][S:27]([CH:30]([CH3:32])[CH3:31])(=[O:29])=[O:28])=[O:10])[C:2]1[CH:7]=[CH:6][CH:5]=[CH:4][CH:3]=1.Cl, predict the reaction product. The product is: [NH2:18][C@@H:15]1[CH2:16][CH2:17][C@H:12]([NH:11][C:9](=[O:10])[O:8][CH2:1][C:2]2[CH:7]=[CH:6][CH:5]=[CH:4][CH:3]=2)[C@H:13]([CH2:26][S:27]([CH:30]([CH3:32])[CH3:31])(=[O:29])=[O:28])[CH2:14]1.